This data is from Forward reaction prediction with 1.9M reactions from USPTO patents (1976-2016). The task is: Predict the product of the given reaction. (1) Given the reactants [F:1][C:2]1[CH:7]=[N:6][C:5]2[NH:8][CH:9]=[CH:10][C:4]=2[C:3]=1[CH:11]=[O:12].[I:13]I.[I-].[Na+].[OH-].[Na+], predict the reaction product. The product is: [F:1][C:2]1[CH:7]=[N:6][C:5]2[NH:8][CH:9]=[C:10]([I:13])[C:4]=2[C:3]=1[CH:11]=[O:12]. (2) Given the reactants C([O:8][C:9]1[C:14]([CH2:15][N:16]2[CH2:25][CH2:24][C:23]3[C:18](=[C:19]([Cl:34])[C:20]([C:27]4[N:31]([CH3:32])[N:30]=[N:29][C:28]=4[CH3:33])=[CH:21][C:22]=3[Cl:26])[C:17]2=[O:35])=[C:13]([CH3:36])[CH:12]=[C:11]([CH3:37])[N:10]=1)C1C=CC=CC=1.ClCCl.CO, predict the reaction product. The product is: [Cl:26][C:22]1[CH:21]=[C:20]([C:27]2[N:31]([CH3:32])[N:30]=[N:29][C:28]=2[CH3:33])[C:19]([Cl:34])=[C:18]2[C:23]=1[CH2:24][CH2:25][N:16]([CH2:15][C:14]1[C:9](=[O:8])[NH:10][C:11]([CH3:37])=[CH:12][C:13]=1[CH3:36])[C:17]2=[O:35]. (3) Given the reactants CCN(CC)CC.[Br:8][C:9]1[N:10]=[C:11]([C:19]2[CH:24]=[CH:23][CH:22]=[CH:21][CH:20]=2)[N:12]([CH2:17][CH3:18])[C:13]=1[C:14]([OH:16])=O.[C:25]1([C@@H:31]([NH2:34])[CH2:32][CH3:33])[CH:30]=[CH:29][CH:28]=[CH:27][CH:26]=1, predict the reaction product. The product is: [Br:8][C:9]1[N:10]=[C:11]([C:19]2[CH:24]=[CH:23][CH:22]=[CH:21][CH:20]=2)[N:12]([CH2:17][CH3:18])[C:13]=1[C:14]([NH:34][C@H:31]([C:25]1[CH:30]=[CH:29][CH:28]=[CH:27][CH:26]=1)[CH2:32][CH3:33])=[O:16]. (4) Given the reactants [CH2:1]([O:8][N:9]1[C:15](=[O:16])[N:14]2[CH2:17][C@H:10]1[CH2:11][CH2:12][C@H:13]2[C:18]([OH:20])=O)[C:2]1[CH:7]=[CH:6][CH:5]=[CH:4][CH:3]=1.[CH3:21][O:22][CH2:23][C:24]([NH:26][NH2:27])=[O:25].ON1C2C=CC=CC=2N=N1.Cl.C(N=C=NCCCN(C)C)C, predict the reaction product. The product is: [CH2:1]([O:8][N:9]1[C:15](=[O:16])[N:14]2[CH2:17][C@H:10]1[CH2:11][CH2:12][C@H:13]2[C:18]([NH:27][NH:26][C:24](=[O:25])[CH2:23][O:22][CH3:21])=[O:20])[C:2]1[CH:3]=[CH:4][CH:5]=[CH:6][CH:7]=1. (5) Given the reactants FC(F)(F)C([N:5]1[CH2:11][CH:10]([CH3:12])[C:9]2[CH:13]=[C:14]([C:19]3[S:20][CH:21]=[CH:22][CH:23]=3)[C:15]([O:17][CH3:18])=[CH:16][C:8]=2[CH2:7][CH2:6]1)=O.[OH-].[Na+], predict the reaction product. The product is: [CH3:18][O:17][C:15]1[C:14]([C:19]2[S:20][CH:21]=[CH:22][CH:23]=2)=[CH:13][C:9]2[CH:10]([CH3:12])[CH2:11][NH:5][CH2:6][CH2:7][C:8]=2[CH:16]=1. (6) Given the reactants [S:1]1[C:9]2[C:4](=[N:5][CH:6]=[CH:7][C:8]=2[O:10][C:11]2[CH:12]=[C:13]3[C:18](=[CH:19][CH:20]=2)[C:17]([C:21](O)=[O:22])=[CH:16][CH:15]=[CH:14]3)[CH:3]=[CH:2]1.[N:24]1([CH2:30][CH2:31][CH2:32][NH2:33])[CH2:29][CH2:28][O:27][CH2:26][CH2:25]1, predict the reaction product. The product is: [N:24]1([CH2:30][CH2:31][CH2:32][NH:33][C:21]([C:17]2[C:18]3[C:13](=[CH:12][C:11]([O:10][C:8]4[CH:7]=[CH:6][N:5]=[C:4]5[CH:3]=[CH:2][S:1][C:9]=45)=[CH:20][CH:19]=3)[CH:14]=[CH:15][CH:16]=2)=[O:22])[CH2:29][CH2:28][O:27][CH2:26][CH2:25]1.